Predict which catalyst facilitates the given reaction. From a dataset of Catalyst prediction with 721,799 reactions and 888 catalyst types from USPTO. (1) Reactant: [CH2:1]([O:3][C:4]1[CH:9]=[CH:8][C:7]([N:10]=[C:11]=[O:12])=[CH:6][CH:5]=1)[CH3:2].[NH2:13][C:14]1[C:22]2[C:17](=[CH:18][C:19]([Cl:29])=[C:20]([C:23]3[CH:28]=[CH:27][CH:26]=[CH:25][CH:24]=3)[CH:21]=2)[N:16](COCC[Si](C)(C)C)[N:15]=1.OP([O-])(O)=O.[K+].CO. Product: [Cl:29][C:19]1[CH:18]=[C:17]2[C:22]([C:14]([NH:13][C:11]([NH:10][C:7]3[CH:8]=[CH:9][C:4]([O:3][CH2:1][CH3:2])=[CH:5][CH:6]=3)=[O:12])=[N:15][NH:16]2)=[CH:21][C:20]=1[C:23]1[CH:28]=[CH:27][CH:26]=[CH:25][CH:24]=1. The catalyst class is: 1. (2) Product: [N:25]([C@@H:13]1[CH2:12][O:24][C@@H:14]1[CH2:15][O:16][CH2:17][C:18]1[CH:23]=[CH:22][CH:21]=[CH:20][CH:19]=1)=[N+:26]=[N-:27]. Reactant: CC1C=CC(S(O[CH2:12][C@@H:13]([N:25]=[N+:26]=[N-:27])[C@H:14]([OH:24])[CH2:15][O:16][CH2:17][C:18]2[CH:23]=[CH:22][CH:21]=[CH:20][CH:19]=2)(=O)=O)=CC=1.CC(C)([O-])C.[K+]. The catalyst class is: 7. (3) Reactant: [CH2:1]([O:4][C:5]1[CH:6]=[C:7]([CH:12]=[CH:13][CH:14]=1)[C:8]([O:10]C)=[O:9])[CH:2]=[CH2:3].O.O.[OH-].[Li+].C(OCC)(=O)C. Product: [CH2:1]([O:4][C:5]1[CH:6]=[C:7]([CH:12]=[CH:13][CH:14]=1)[C:8]([OH:10])=[O:9])[CH:2]=[CH2:3]. The catalyst class is: 134. (4) Reactant: C(OC([N:8]1[CH2:12][CH2:11][CH2:10][C@@H:9]1[CH2:13][O:14][C:15]1[CH:20]=[CH:19][C:18]([NH:21][C:22]2[CH:27]=[CH:26][CH:25]=[CH:24][CH:23]=2)=[CH:17][CH:16]=1)=O)(C)(C)C.Cl. Product: [C:22]1([NH:21][C:18]2[CH:19]=[CH:20][C:15]([O:14][CH2:13][C@H:9]3[CH2:10][CH2:11][CH2:12][NH:8]3)=[CH:16][CH:17]=2)[CH:23]=[CH:24][CH:25]=[CH:26][CH:27]=1. The catalyst class is: 12.